This data is from Forward reaction prediction with 1.9M reactions from USPTO patents (1976-2016). The task is: Predict the product of the given reaction. (1) Given the reactants [Cl:1][C:2]1[N:7]=[CH:6][C:5]([CH2:8][N:9]2[C:13]([CH3:14])=[C:12]([C:15]3[CH:20]=[CH:19][C:18]([C:21]#[N:22])=[CH:17][CH:16]=3)[C:11]([C:23]#[N:24])=[C:10]2[CH:25]2[CH2:27][CH2:26]2)=[CH:4][C:3]=1[CH2:28][OH:29].[CH3:30][N:31]([CH3:36])[CH2:32][C:33](O)=[O:34].CCN=C=NCCCN(C)C.CN(C=O)C, predict the reaction product. The product is: [CH3:30][N:31]([CH3:36])[CH2:32][C:33]([O:29][CH2:28][C:3]1[C:2]([Cl:1])=[N:7][CH:6]=[C:5]([CH2:8][N:9]2[C:13]([CH3:14])=[C:12]([C:15]3[CH:20]=[CH:19][C:18]([C:21]#[N:22])=[CH:17][CH:16]=3)[C:11]([C:23]#[N:24])=[C:10]2[CH:25]2[CH2:27][CH2:26]2)[CH:4]=1)=[O:34]. (2) Given the reactants [Br:1][C:2]1[S:6][C:5]([C:7]([NH:9][C:10]2([C:15]([OH:17])=O)[CH2:14][CH2:13][O:12][CH2:11]2)=[O:8])=[CH:4][CH:3]=1.CN(C(ON1N=NC2C=CC=NC1=2)=[N+](C)C)C.F[P-](F)(F)(F)(F)F.CN1CCOCC1.[CH3:49][N:50]1[CH2:56][CH2:55][C:54]2[CH:57]=[C:58]([NH2:61])[CH:59]=[CH:60][C:53]=2[CH2:52][CH2:51]1.C(=O)([O-])O.[Na+], predict the reaction product. The product is: [Br:1][C:2]1[S:6][C:5]([C:7]([NH:9][C:10]2([C:15]([NH:61][C:58]3[CH:59]=[CH:60][C:53]4[CH2:52][CH2:51][N:50]([CH3:49])[CH2:56][CH2:55][C:54]=4[CH:57]=3)=[O:17])[CH2:14][CH2:13][O:12][CH2:11]2)=[O:8])=[CH:4][CH:3]=1. (3) The product is: [CH3:17][O:18][C:19]([C:21]1([CH3:26])[CH2:25][CH2:24][N:23]([C:11](=[O:13])[C:10]2[CH:14]=[CH:15][CH:16]=[C:8]([O:1][C:2]3[CH:3]=[CH:4][CH:5]=[CH:6][CH:7]=3)[CH:9]=2)[CH2:22]1)=[O:20]. Given the reactants [O:1]([C:8]1[CH:9]=[C:10]([CH:14]=[CH:15][CH:16]=1)[C:11]([OH:13])=O)[C:2]1[CH:7]=[CH:6][CH:5]=[CH:4][CH:3]=1.[CH3:17][O:18][C:19]([C:21]1([CH3:26])[CH2:25][CH2:24][NH:23][CH2:22]1)=[O:20].C(N(CC)CC)C.C(P1(=O)OP(CCC)(=O)OP(CCC)(=O)O1)CC, predict the reaction product. (4) Given the reactants CS(O[CH2:6][CH:7]1[CH2:10][N:9]([CH:11]([C:18]2[CH:23]=[CH:22][CH:21]=[CH:20][CH:19]=2)[C:12]2[CH:17]=[CH:16][CH:15]=[CH:14][CH:13]=2)[CH2:8]1)(=O)=O.[F:24][C:25]1[CH:30]=[CH:29][CH:28]=[CH:27][C:26]=1[S:31]([O-:33])=[O:32].[Na+].[I-].[Na+], predict the reaction product. The product is: [C:18]1([CH:11]([C:12]2[CH:17]=[CH:16][CH:15]=[CH:14][CH:13]=2)[N:9]2[CH2:8][CH:7]([CH2:6][S:31]([C:26]3[CH:27]=[CH:28][CH:29]=[CH:30][C:25]=3[F:24])(=[O:33])=[O:32])[CH2:10]2)[CH:23]=[CH:22][CH:21]=[CH:20][CH:19]=1. (5) Given the reactants [CH3:1][C:2]([CH3:24])([CH3:23])[C:3]#[C:4][C:5]1[S:9][C:8]([C:10]([O:12][CH3:13])=[O:11])=[C:7]([NH:14][C@@H:15]([C@@H:19]([O:21][CH3:22])[CH3:20])[C:16]([OH:18])=O)[CH:6]=1.CN(C(ON1N=NC2C=CC=CC1=2)=[N+](C)C)C.F[P-](F)(F)(F)(F)F.CCN(C(C)C)C(C)C.[NH:58]1[CH2:63][CH2:62][O:61][CH2:60][CH2:59]1, predict the reaction product. The product is: [CH3:23][C:2]([CH3:1])([CH3:24])[C:3]#[C:4][C:5]1[S:9][C:8]([C:10]([O:12][CH3:13])=[O:11])=[C:7]([NH:14][C@@H:15]([C@@H:19]([O:21][CH3:22])[CH3:20])[C:16]([N:58]2[CH2:63][CH2:62][O:61][CH2:60][CH2:59]2)=[O:18])[CH:6]=1. (6) The product is: [CH2:1]([NH:5][C:6]1[N:11]=[C:10]([C:12]2[C:13]([C:22]3[CH:27]=[CH:26][C:25]([F:28])=[CH:24][CH:23]=3)=[N:14][N:15]3[C:20]([NH:33][CH2:32][CH2:31][O:30][CH3:29])=[CH:19][CH:18]=[CH:17][C:16]=23)[CH:9]=[CH:8][N:7]=1)[CH2:2][CH2:3][CH3:4]. Given the reactants [CH2:1]([NH:5][C:6]1[N:11]=[C:10]([C:12]2[C:13]([C:22]3[CH:27]=[CH:26][C:25]([F:28])=[CH:24][CH:23]=3)=[N:14][N:15]3[C:20](Cl)=[CH:19][CH:18]=[CH:17][C:16]=23)[CH:9]=[CH:8][N:7]=1)[CH2:2][CH2:3][CH3:4].[CH3:29][O:30][CH2:31][CH2:32][NH2:33], predict the reaction product. (7) Given the reactants [C:1]([O:5][C:6]([N:8]1[CH2:13][CH2:12][CH:11](Br)[CH2:10][CH2:9]1)=[O:7])([CH3:4])([CH3:3])[CH3:2].[C:15]([O-:18])(=[S:17])[CH3:16].[K+].[Na+].[I-], predict the reaction product. The product is: [C:1]([O:5][C:6]([N:8]1[CH2:13][CH2:12][CH:11]([S:17][C:15](=[O:18])[CH3:16])[CH2:10][CH2:9]1)=[O:7])([CH3:4])([CH3:3])[CH3:2]. (8) Given the reactants [Br:1][C:2]1[C:3]([N:17]2[CH2:22][CH2:21][CH2:20][C@@H:19]([NH:23]C(=O)OC(C)(C)C)[CH2:18]2)=[C:4]2[C:10]([NH:11][C:12](=[O:16])[CH2:13][CH2:14][F:15])=[CH:9][NH:8][C:5]2=[N:6][CH:7]=1.C(O)(C(F)(F)F)=O.C(Cl)[Cl:39], predict the reaction product. The product is: [ClH:39].[NH2:23][C@@H:19]1[CH2:20][CH2:21][CH2:22][N:17]([C:3]2[C:2]([Br:1])=[CH:7][N:6]=[C:5]3[NH:8][CH:9]=[C:10]([NH:11][C:12](=[O:16])[CH2:13][CH2:14][F:15])[C:4]=23)[CH2:18]1. (9) The product is: [CH3:1][O:2][C:3]1[N:8]=[CH:7][C:6]([NH:9][C:10]2[N:11]=[CH:12][C:13]([CH:14]([OH:15])[CH3:34])=[CH:16][C:17]=2[C:18]2[N:26]=[C:25]([CH3:27])[N:24]=[C:23]3[C:19]=2[N:20]=[CH:21][N:22]3[CH:28]2[CH2:33][CH2:32][CH2:31][CH2:30][O:29]2)=[CH:5][CH:4]=1. Given the reactants [CH3:1][O:2][C:3]1[N:8]=[CH:7][C:6]([NH:9][C:10]2[C:17]([C:18]3[N:26]=[C:25]([CH3:27])[N:24]=[C:23]4[C:19]=3[N:20]=[CH:21][N:22]4[CH:28]3[CH2:33][CH2:32][CH2:31][CH2:30][O:29]3)=[CH:16][C:13]([CH:14]=[O:15])=[CH:12][N:11]=2)=[CH:5][CH:4]=1.[CH3:34][Mg]Br.[Cl-].[NH4+], predict the reaction product. (10) Given the reactants [CH3:1][C:2]1[CH:3]=[CH:4][C:5]([C:21]([NH:23][C:24]2[CH:25]=[C:26]([C:36]([F:39])([F:38])[F:37])[CH:27]=[C:28]([N:30]3[CH:34]=[N:33][C:32]([CH3:35])=[CH:31]3)[CH:29]=2)=[O:22])=[CH:6][C:7]=1[NH:8][C:9]1[N:10]=[CH:11][CH:12]=[C:13]([C:15]2[CH:16]=[CH:17][CH:18]=[N:19][CH:20]=2)[N:14]=1.[ClH:40], predict the reaction product. The product is: [CH3:1][C:2]1[CH:3]=[CH:4][C:5]([C:21]([NH:23][C:24]2[CH:25]=[C:26]([C:36]([F:38])([F:39])[F:37])[CH:27]=[C:28]([N:30]3[CH:34]=[N:33][C:32]([CH3:35])=[CH:31]3)[CH:29]=2)=[O:22])=[CH:6][C:7]=1[NH:8][C:9]1[N:10]=[CH:11][CH:12]=[C:13]([C:15]2[CH:16]=[CH:17][CH:18]=[N:19][CH:20]=2)[N:14]=1.[ClH:40].